Dataset: Catalyst prediction with 721,799 reactions and 888 catalyst types from USPTO. Task: Predict which catalyst facilitates the given reaction. (1) Product: [C:42]([O:43][C:54]([CH:9]([NH:8][CH3:37])[CH2:10][O:11][C:12]1[CH:17]=[C:16]([C:18]([CH3:26])([CH3:25])[O:19][SiH2:20][C:21]([CH3:22])([CH3:24])[CH3:23])[CH:15]=[C:14]([C:27]([CH3:35])([CH3:34])[O:28][SiH2:29][C:30]([CH3:32])([CH3:31])[CH3:33])[CH:13]=1)=[O:53])([CH3:41])([CH3:44])[CH3:47]. Reactant: C(OC([NH:8][CH2:9][CH2:10][O:11][C:12]1[CH:17]=[C:16]([C:18]([CH3:26])([CH3:25])[O:19][SiH2:20][C:21]([CH3:24])([CH3:23])[CH3:22])[CH:15]=[C:14]([C:27]([CH3:35])([CH3:34])[O:28][SiH2:29][C:30]([CH3:33])([CH3:32])[CH3:31])[CH:13]=1)=O)(C)(C)C.I[CH3:37].[H-].[Na+].C(O)(=O)[CH2:41][C:42]([CH2:47]C(O)=O)([C:44](O)=O)[OH:43].[O:53]1CCC[CH2:54]1. The catalyst class is: 6. (2) Reactant: OC1C=CC(CNC(=O)C2C=CC(NC3C4N(C=CN=4)C(C4C=NNC=4)=CN=3)=CC=2)=CC=1.[Br:33][C:34]1[N:39]2[CH:40]=[CH:41][N:42]=[C:38]2[C:37](Br)=[N:36][CH:35]=1.[N:44]1[CH:49]=[CH:48][CH:47]=[CH:46][C:45]=1[C:50]1[N:51]=[N:52][N:53]([C:55]2[CH:60]=[CH:59][C:58]([NH2:61])=[CH:57][CH:56]=2)[CH:54]=1.CC([O-])(C)C.[Na+].CC1(C)C2C(=C(P(C3C=CC=CC=3)C3C=CC=CC=3)C=CC=2)OC2C(P(C3C=CC=CC=3)C3C=CC=CC=3)=CC=CC1=2. Product: [Br:33][C:34]1[N:39]2[CH:40]=[CH:41][N:42]=[C:38]2[C:37]([NH:61][C:58]2[CH:59]=[CH:60][C:55]([N:53]3[CH:54]=[C:50]([C:45]4[CH:46]=[CH:47][CH:48]=[CH:49][N:44]=4)[N:51]=[N:52]3)=[CH:56][CH:57]=2)=[N:36][CH:35]=1. The catalyst class is: 187. (3) Reactant: C(N1C=CN=C1)(N1C=CN=C1)=O.[CH3:13][O:14][C:15]([C:17]1[S:18][C:19]([C:22]([OH:24])=O)=[CH:20][CH:21]=1)=[O:16].[C:25]([O:29][C:30](=[O:39])[NH:31][C:32]1[CH:37]=[CH:36][CH:35]=[CH:34][C:33]=1[NH2:38])([CH3:28])([CH3:27])[CH3:26]. Product: [CH3:13][O:14][C:15]([C:17]1[S:18][C:19]([C:22](=[O:24])[NH:38][C:33]2[CH:34]=[CH:35][CH:36]=[CH:37][C:32]=2[NH:31][C:30]([O:29][C:25]([CH3:28])([CH3:27])[CH3:26])=[O:39])=[CH:20][CH:21]=1)=[O:16]. The catalyst class is: 1. (4) Reactant: [Br:1][CH2:2][C:3]([C:5]1[CH:10]=[CH:9][C:8]([Br:11])=[CH:7][CH:6]=1)=O.[CH2:12]([C:14]1[CH:19]=[CH:18][N:17]=[C:16]([NH2:20])[CH:15]=1)[CH3:13]. Product: [BrH:1].[Br:11][C:8]1[CH:9]=[CH:10][C:5]([C:3]2[N:20]=[C:16]3[CH:15]=[C:14]([CH2:12][CH3:13])[CH:19]=[CH:18][N:17]3[CH:2]=2)=[CH:6][CH:7]=1. The catalyst class is: 8. (5) Reactant: [F:1][C:2]1[CH:3]=[C:4]([CH2:28][CH2:29][C:30]([O:32]CC)=[O:31])[CH:5]=[C:6]([F:27])[C:7]=1[O:8][CH2:9][C:10]1[C:11]([C:19]2[CH:20]=[N:21][C:22]([O:25][CH3:26])=[CH:23][CH:24]=2)=[N:12][S:13][C:14]=1[C:15]([F:18])([F:17])[F:16].COC1C=CC(C(N)=O)=CN=1.O1CCCC1.[Li+].[OH-]. Product: [F:1][C:2]1[CH:3]=[C:4]([CH2:28][CH2:29][C:30]([OH:32])=[O:31])[CH:5]=[C:6]([F:27])[C:7]=1[O:8][CH2:9][C:10]1[C:11]([C:19]2[CH:20]=[N:21][C:22]([O:25][CH3:26])=[CH:23][CH:24]=2)=[N:12][S:13][C:14]=1[C:15]([F:16])([F:17])[F:18]. The catalyst class is: 6.